Dataset: Forward reaction prediction with 1.9M reactions from USPTO patents (1976-2016). Task: Predict the product of the given reaction. Given the reactants [Br:1][C:2]1[N:7]=[C:6]([NH:8][C@@H:9]([C:11]2[CH:16]=[CH:15][CH:14]=[CH:13][CH:12]=2)[CH3:10])[C:5]([NH2:17])=[N:4][CH:3]=1.C[C@@H](N)C1C=CC=CC=1.NC1C(Br)=NC(Br)=CN=1.CCC[CH2:39][OH:40], predict the reaction product. The product is: [C:11]1([C@H:9]([N:8]2[C:6]3=[N:7][CH:2]=[CH:3][N:4]=[C:5]3[NH:17][C:39]2=[O:40])[CH3:10])[CH:16]=[CH:15][CH:14]=[CH:13][CH:12]=1.[Br:1][C:2]1[N:7]=[C:6]([NH:8][C@@H:9]([C:11]2[CH:12]=[CH:13][CH:14]=[CH:15][CH:16]=2)[CH3:10])[C:5]([NH2:17])=[N:4][CH:3]=1.